This data is from Blood-brain barrier permeability classification from the B3DB database. The task is: Regression/Classification. Given a drug SMILES string, predict its absorption, distribution, metabolism, or excretion properties. Task type varies by dataset: regression for continuous measurements (e.g., permeability, clearance, half-life) or binary classification for categorical outcomes (e.g., BBB penetration, CYP inhibition). Dataset: b3db_classification. The molecule is CCN(CC)c1nc2c(s1)c1c(O)c3c(O)c(C)c4c(c32)C(=O)[C@@](C)(O/C=C/[C@H](OC)[C@@H](C)[C@@H](OC(C)=O)[C@H](C)[C@H](O)[C@H](C)[C@@H](O)[C@@H](C)/C=C/C=C(/C)C(=O)N1)O4. The result is 0 (does not penetrate BBB).